From a dataset of Catalyst prediction with 721,799 reactions and 888 catalyst types from USPTO. Predict which catalyst facilitates the given reaction. Reactant: C(OC(=O)[NH:7][C:8]1[S:9][C:10]([C:36]2[CH:41]=[CH:40][CH:39]=[CH:38][N:37]=2)=[CH:11][C:12]=1[C:13]([N:15]1[CH2:20][CH2:19][CH:18]([N:21]2[CH2:35][CH2:34][CH2:33][C:23]3([O:27][C:26](=[O:28])[N:25]([CH:29]([CH3:31])[CH3:30])[C:24]3=[O:32])[CH2:22]2)[CH2:17][CH2:16]1)=[O:14])(C)(C)C.C(=O)([O-])O.[Na+]. Product: [NH2:7][C:8]1[S:9][C:10]([C:36]2[CH:41]=[CH:40][CH:39]=[CH:38][N:37]=2)=[CH:11][C:12]=1[C:13]([N:15]1[CH2:16][CH2:17][CH:18]([N:21]2[CH2:35][CH2:34][CH2:33][C:23]3([O:27][C:26](=[O:28])[N:25]([CH:29]([CH3:31])[CH3:30])[C:24]3=[O:32])[CH2:22]2)[CH2:19][CH2:20]1)=[O:14]. The catalyst class is: 55.